From a dataset of Forward reaction prediction with 1.9M reactions from USPTO patents (1976-2016). Predict the product of the given reaction. Given the reactants [CH3:1][O:2][C:3]([C:5]1[C:6]2[CH:7]=[CH:8][NH:9][C:10]=2[CH:11]=[C:12](Br)[CH:13]=1)=[O:4].[CH3:15]N(C=O)C.CB1OB(C)OB(C)O1.C([O-])([O-])=O.[Na+].[Na+], predict the reaction product. The product is: [CH3:1][O:2][C:3]([C:5]1[C:6]2[CH:7]=[CH:8][NH:9][C:10]=2[CH:11]=[C:12]([CH3:15])[CH:13]=1)=[O:4].